Dataset: Reaction yield outcomes from USPTO patents with 853,638 reactions. Task: Predict the reaction yield, written as a fraction of the theoretical maximum amount of product (1.0 means a 100% yield; for example, 0.34 means a 34% yield). (1) The reactants are Br[C:2]1[CH:7]=[C:6]([Cl:8])[CH:5]=[CH:4][C:3]=1[O:9][CH3:10].[C:11]([O:18][CH3:19])(=[O:17])[CH2:12][CH2:13][CH2:14][C:15]#[CH:16]. The catalyst is C(N(CC)CC)C.Cl[Pd](Cl)([P](C1C=CC=CC=1)(C1C=CC=CC=1)C1C=CC=CC=1)[P](C1C=CC=CC=1)(C1C=CC=CC=1)C1C=CC=CC=1. The product is [CH3:19][O:18][C:11](=[O:17])[CH2:12][CH2:13][CH2:14][C:15]#[C:16][C:2]1[CH:7]=[C:6]([Cl:8])[CH:5]=[CH:4][C:3]=1[O:9][CH3:10]. The yield is 0.980. (2) The reactants are [C:1]([O:5][C:6]([NH:8][CH2:9][C:10]([NH:12][CH2:13][C:14]([NH:16][C@H:17]([C:25]([NH:27][CH2:28][C:29](O)=[O:30])=[O:26])[CH2:18][C:19]1[CH:24]=[CH:23][CH:22]=[CH:21][CH:20]=1)=[O:15])=[O:11])=[O:7])([CH3:4])([CH3:3])[CH3:2].ON1C(=O)CCC1=O.C1(N=C=NC2CCCCC2)CCCCC1.C(OC(=O)[NH:61][CH2:62][C:63]([NH:65][C@@H:66]1[C:71]2=[C:72]3[CH2:87][N:86]4[C:81](=[CH:82][C:83]5[C@:92]([CH2:94][CH3:95])([OH:93])[C:91](=[O:96])[O:90][CH2:89][C:84]=5[C:85]4=[O:88])[C:73]3=[N:74][C:75]3[CH:76]=[C:77]([F:80])[C:78]([CH3:79])=[C:69]([C:70]=32)[CH2:68][CH2:67]1)=[O:64])(C)(C)C.C(O)(=O)CC(CC(O)=O)(C(O)=O)O. The catalyst is ClCCl.CN(C)C=O. The product is [C:1]([O:5][C:6]([NH:8][CH2:9][C:10]([NH:12][CH2:13][C:14]([NH:16][C@H:17]([C:25]([NH:27][CH2:28][C:29]([NH:61][CH2:62][C:63]([NH:65][C@@H:66]1[C:71]2=[C:72]3[CH2:87][N:86]4[C:81](=[CH:82][C:83]5[C@:92]([CH2:94][CH3:95])([OH:93])[C:91](=[O:96])[O:90][CH2:89][C:84]=5[C:85]4=[O:88])[C:73]3=[N:74][C:75]3[CH:76]=[C:77]([F:80])[C:78]([CH3:79])=[C:69]([C:70]=32)[CH2:68][CH2:67]1)=[O:64])=[O:30])=[O:26])[CH2:18][C:19]1[CH:20]=[CH:21][CH:22]=[CH:23][CH:24]=1)=[O:15])=[O:11])=[O:7])([CH3:3])([CH3:2])[CH3:4]. The yield is 0.850.